From a dataset of Reaction yield outcomes from USPTO patents with 853,638 reactions. Predict the reaction yield, written as a fraction of the theoretical maximum amount of product (1.0 means a 100% yield; for example, 0.34 means a 34% yield). The reactants are [CH3:1][O:2][C:3]1[C:4]([N:12]2[CH:16]=[C:15]([CH3:17])[N:14]=[CH:13]2)=[N:5][CH:6]=[C:7]([N+:9]([O-])=O)[CH:8]=1.[BH4-].[Na+].CO. The catalyst is CO.ClCCl.C(Cl)Cl.[Ni](Cl)Cl. The product is [CH3:1][O:2][C:3]1[CH:8]=[C:7]([NH2:9])[CH:6]=[N:5][C:4]=1[N:12]1[CH:16]=[C:15]([CH3:17])[N:14]=[CH:13]1. The yield is 0.820.